From a dataset of Forward reaction prediction with 1.9M reactions from USPTO patents (1976-2016). Predict the product of the given reaction. (1) Given the reactants [CH2:1]([O:3][C:4]([C:6]1[N:7]([CH2:18][C:19]2[C:20]3[CH:27]=[C:26]([F:28])[CH:25]=[CH:24][C:21]=3[S:22][CH:23]=2)[C:8]2[C:13]([C:14]=1[CH:15]=O)=[CH:12][C:11]([F:17])=[CH:10][CH:9]=2)=[O:5])[CH3:2].[CH3:29][NH2:30], predict the reaction product. The product is: [CH2:1]([O:3][C:4]([C:6]1[N:7]([CH2:18][C:19]2[C:20]3[CH:27]=[C:26]([F:28])[CH:25]=[CH:24][C:21]=3[S:22][CH:23]=2)[C:8]2[C:13]([C:14]=1[CH2:15][NH:30][CH3:29])=[CH:12][C:11]([F:17])=[CH:10][CH:9]=2)=[O:5])[CH3:2]. (2) Given the reactants [NH2:1][C:2]1[C:7]([C:8]([NH2:10])=[O:9])=[C:6]([N:11]2[CH2:16][CH2:15][CH:14]([C:17]3[N:18]([CH3:33])[CH:19]=[C:20]([C:22]4[CH:27]=[CH:26][C:25]([F:28])=[C:24]([C:29]([F:32])([F:31])[F:30])[CH:23]=4)[N:21]=3)[CH2:13][CH2:12]2)[N:5]=[CH:4][N:3]=1.NC1C(C#N)=C(N2CCC(C3N(C[CH2:66][NH:67][CH:68]4[CH2:72][CH2:71][CH2:70][CH2:69]4)C=C(C4C=CC(F)=C(C(F)(F)F)C=4)N=3)CC2)N=CN=1, predict the reaction product. The product is: [NH2:1][C:2]1[C:7]([C:8]([NH2:10])=[O:9])=[C:6]([N:11]2[CH2:16][CH2:15][CH:14]([C:17]3[N:18]([CH2:33][CH2:66][NH:67][CH:68]4[CH2:72][CH2:71][CH2:70][CH2:69]4)[CH:19]=[C:20]([C:22]4[CH:27]=[CH:26][C:25]([F:28])=[C:24]([C:29]([F:32])([F:31])[F:30])[CH:23]=4)[N:21]=3)[CH2:13][CH2:12]2)[N:5]=[CH:4][N:3]=1. (3) Given the reactants [Cl:1][C:2]1[CH:7]=[CH:6][CH:5]=[C:4]([NH2:8])[C:3]=1[NH2:9].CO[C:12]1C(OC)=C[C:15]2[NH:16][C:17](CCCNC)=N[C:14]=2[CH:13]=1, predict the reaction product. The product is: [Cl:1][C:2]1[C:3]2[N:9]=[C:12]([CH2:13][CH2:14][CH2:15][NH:16][CH3:17])[NH:8][C:4]=2[CH:5]=[CH:6][CH:7]=1. (4) The product is: [CH2:17]([N:13]1[C:14]([CH3:16])=[CH:15][C:11]([NH:10][C:4]2[C:5](=[O:9])[N:6]([CH3:8])[CH:7]=[C:2]([C:25]3[C:24]([CH2:23][O:22][C:19](=[O:21])[CH3:20])=[C:29]([N:30]4[CH2:41][CH2:40][N:39]5[C:32](=[CH:33][C:34]6[CH2:35][C:36]([CH3:42])([CH3:43])[CH2:37][C:38]=65)[C:31]4=[O:44])[CH:28]=[C:27]([F:45])[CH:26]=3)[CH:3]=2)=[N:12]1)[CH3:18]. Given the reactants Br[C:2]1[CH:3]=[C:4]([NH:10][C:11]2[CH:15]=[C:14]([CH3:16])[N:13]([CH2:17][CH3:18])[N:12]=2)[C:5](=[O:9])[N:6]([CH3:8])[CH:7]=1.[C:19]([O:22][CH2:23][C:24]1[C:29]([N:30]2[CH2:41][CH2:40][N:39]3[C:32](=[CH:33][C:34]4[CH2:35][C:36]([CH3:43])([CH3:42])[CH2:37][C:38]=43)[C:31]2=[O:44])=[CH:28][C:27]([F:45])=[CH:26][C:25]=1B1OC(C)(C)C(C)(C)O1)(=[O:21])[CH3:20].COCCOC.C(=O)([O-])[O-].[Na+].[Na+], predict the reaction product. (5) The product is: [OH:8][C:9]1[CH:10]=[C:11]([CH2:23][CH2:24][C:25]([N:27]([CH:29]([CH3:31])[CH3:30])[CH3:28])=[O:26])[CH:12]=[CH:13][C:14]=1[N:15]1[CH2:19][C:18](=[O:20])[NH:17][S:16]1(=[O:22])=[O:21]. Given the reactants C([O:8][C:9]1[CH:10]=[C:11]([CH2:23][CH2:24][C:25]([N:27]([CH:29]([CH3:31])[CH3:30])[CH3:28])=[O:26])[CH:12]=[CH:13][C:14]=1[N:15]1[CH2:19][C:18](=[O:20])[NH:17][S:16]1(=[O:22])=[O:21])C1C=CC=CC=1, predict the reaction product. (6) Given the reactants [Br:1][C:2]1[S:6][C:5]([C:7]([NH2:9])=O)=[N:4][N:3]=1.BrC1S[C:14]([C:16]([O:18][CH2:19][CH3:20])=[O:17])=[N:13][N:12]=1.[NH4+:21].[OH-], predict the reaction product. The product is: [Br:1][C:2]1[S:6][C:5]([C:7]2[N:9]=[N:12][N:13]([CH2:14][C:16]([O:18][CH2:19][CH3:20])=[O:17])[N:21]=2)=[N:4][N:3]=1. (7) Given the reactants [NH2:1][C:2]1[CH:7]=[CH:6][C:5]([NH:8][C:9]2[N:14]=[C:13]([NH:15][CH2:16][C:17]#[CH:18])[C:12]([Br:19])=[CH:11][N:10]=2)=[CH:4][CH:3]=1.C(N(CC)CC)C.Cl[C:28]([O:30][CH2:31][CH2:32][CH2:33][CH3:34])=[O:29].O, predict the reaction product. The product is: [CH2:31]([O:30][C:28](=[O:29])[NH:1][C:2]1[CH:7]=[CH:6][C:5]([NH:8][C:9]2[N:14]=[C:13]([NH:15][CH2:16][C:17]#[CH:18])[C:12]([Br:19])=[CH:11][N:10]=2)=[CH:4][CH:3]=1)[CH2:32][CH2:33][CH3:34]. (8) Given the reactants [Cl:1][C:2]1[CH:35]=[CH:34][C:5]([CH2:6][N:7]2[C:15]3[C:10](=[CH:11][C:12]([C:16]([O:18]C)=[O:17])=[CH:13][CH:14]=3)[C:9]([C:20](=[O:32])[C:21]([NH:23][C:24]3[CH:29]=[CH:28][N:27]=[C:26]([O:30][CH3:31])[CH:25]=3)=[O:22])=[C:8]2[CH3:33])=[CH:4][CH:3]=1.[OH-].[Na+], predict the reaction product. The product is: [Cl:1][C:2]1[CH:3]=[CH:4][C:5]([CH2:6][N:7]2[C:15]3[C:10](=[CH:11][C:12]([C:16]([OH:18])=[O:17])=[CH:13][CH:14]=3)[C:9]([C:20](=[O:32])[C:21]([NH:23][C:24]3[CH:29]=[CH:28][N:27]=[C:26]([O:30][CH3:31])[CH:25]=3)=[O:22])=[C:8]2[CH3:33])=[CH:34][CH:35]=1. (9) Given the reactants [CH3:1][O:2][CH2:3][C:4]1[CH:14]=[C:13]([N+:15]([O-:17])=[O:16])[CH:12]=[CH:11][C:5]=1OCC(N)=O.C(=O)([O-])[O-].[K+].[K+].C[N:25]1CCCC1=O, predict the reaction product. The product is: [CH3:1][O:2][CH2:3][C:4]1[CH:14]=[C:13]([N+:15]([O-:17])=[O:16])[CH:12]=[CH:11][C:5]=1[NH2:25].